This data is from Forward reaction prediction with 1.9M reactions from USPTO patents (1976-2016). The task is: Predict the product of the given reaction. (1) Given the reactants [Br:1][C:2]1[CH:7]=[CH:6][CH:5]=[C:4]([Cl:8])[C:3]=1[CH:9]([C:11]1[CH:12]=[C:13]([CH3:17])[CH:14]=[CH:15][CH:16]=1)O.[SiH](CC)(CC)CC.FC(F)(F)C(O)=O, predict the reaction product. The product is: [Br:1][C:2]1[CH:7]=[CH:6][CH:5]=[C:4]([Cl:8])[C:3]=1[CH2:9][C:11]1[CH:16]=[CH:15][CH:14]=[C:13]([CH3:17])[CH:12]=1. (2) Given the reactants Br[CH2:2][CH:3]1[O:8][C:7]2[CH:9]=[CH:10][CH:11]=[CH:12][C:6]=2[O:5][CH2:4]1.[Cl:13][C:14]1[CH:19]=[CH:18][C:17]([CH:20]2[CH2:25][CH2:24][CH2:23][NH:22][CH2:21]2)=[CH:16][CH:15]=1.C(N(CC)CC)C, predict the reaction product. The product is: [Cl:13][C:14]1[CH:15]=[CH:16][C:17]([CH:20]2[CH2:25][CH2:24][CH2:23][N:22]([CH2:2][CH:3]3[O:8][C:7]4[CH:9]=[CH:10][CH:11]=[CH:12][C:6]=4[O:5][CH2:4]3)[CH2:21]2)=[CH:18][CH:19]=1. (3) Given the reactants C([C@@H:8]1[CH2:13][CH2:12][CH2:11][N:10](N)[CH2:9]1)(OC(C)(C)C)=O.C([N:17](CC)CC)C.[C:22]1([S:28](Cl)(=[O:30])=[O:29])[CH:27]=[CH:26][CH:25]=[CH:24][CH:23]=1.C(O)(C(F)(F)F)=O, predict the reaction product. The product is: [C:22]1([S:28]([N:10]2[CH2:11][CH2:12][CH2:13][C@@H:8]([NH2:17])[CH2:9]2)(=[O:30])=[O:29])[CH:27]=[CH:26][CH:25]=[CH:24][CH:23]=1. (4) Given the reactants [NH2:1][C:2]1[C:10]2[NH:9][C:8]3[CH2:11][CH2:12][N:13]([C:15]([O:17][C:18]([CH3:21])([CH3:20])[CH3:19])=[O:16])[CH2:14][C:7]=3[C:6]=2[CH:5]=[CH:4][CH:3]=1.C([O-])([O-])=O.[K+].[K+].Cl[C:29]([O:31][CH2:32][CH3:33])=[O:30], predict the reaction product. The product is: [CH2:32]([O:31][C:29]([NH:1][C:2]1[C:10]2[NH:9][C:8]3[CH2:11][CH2:12][N:13]([C:15]([O:17][C:18]([CH3:21])([CH3:20])[CH3:19])=[O:16])[CH2:14][C:7]=3[C:6]=2[CH:5]=[CH:4][CH:3]=1)=[O:30])[CH3:33]. (5) Given the reactants [OH:1][C@H:2]1[CH2:7][CH2:6][C@H:5]([NH:8][C:9]2[N:10]=[C:11]([NH:18][C:19]3[CH:24]=[CH:23][CH:22]=[C:21]([S:25]([CH3:28])(=[O:27])=[O:26])[CH:20]=3)[C:12]([C:15]([NH2:17])=[O:16])=[N:13][CH:14]=2)[CH2:4][CH2:3]1.C(Cl)(Cl)Cl.[I:33]N1C(=O)CCC1=O, predict the reaction product. The product is: [OH:1][C@H:2]1[CH2:3][CH2:4][C@H:5]([NH:8][C:9]2[N:10]=[C:11]([NH:18][C:19]3[CH:24]=[CH:23][CH:22]=[C:21]([S:25]([CH3:28])(=[O:26])=[O:27])[CH:20]=3)[C:12]([C:15]([NH2:17])=[O:16])=[N:13][C:14]=2[I:33])[CH2:6][CH2:7]1. (6) The product is: [N+:11]([C:14]1[C:15]([CH3:29])=[C:16]2[C:21](=[C:22]([CH3:25])[C:23]=1[CH3:24])[O:20][C:19]([CH:27]=[O:28])([CH3:26])[CH2:18][CH2:17]2)([O-:13])=[O:12]. Given the reactants C(Cl)(=O)C(Cl)=O.CS(C)=O.[N+:11]([C:14]1[C:15]([CH3:29])=[C:16]2[C:21](=[C:22]([CH3:25])[C:23]=1[CH3:24])[O:20][C:19]([CH2:27][OH:28])([CH3:26])[CH2:18][CH2:17]2)([O-:13])=[O:12].C(N(CC)CC)C, predict the reaction product. (7) Given the reactants [Cl:1][C:2]1[CH:10]=[C:9]2[C:5]([C:6]([C:11]([O:13][CH3:14])=[O:12])=[CH:7][NH:8]2)=[CH:4][C:3]=1B1OCC(C)(C)CO1.Br[C:24]1[CH:29]=[CH:28][C:27]([CH:30]2[CH2:35][CH2:34][O:33][CH2:32][CH2:31]2)=[CH:26][CH:25]=1.O1CCCC1.C(=O)([O-])[O-].[K+].[K+], predict the reaction product. The product is: [Cl:1][C:2]1[CH:10]=[C:9]2[C:5]([C:6]([C:11]([O:13][CH3:14])=[O:12])=[CH:7][NH:8]2)=[CH:4][C:3]=1[C:24]1[CH:25]=[CH:26][C:27]([CH:30]2[CH2:31][CH2:32][O:33][CH2:34][CH2:35]2)=[CH:28][CH:29]=1. (8) Given the reactants Cl[CH2:2][CH2:3][CH2:4][CH2:5][CH:6]1[CH2:10][CH2:9][CH:8]([C:11]2[CH:16]=[CH:15][C:14]([F:17])=[CH:13][CH:12]=2)[N:7]1[S:18]([C:21]1[CH:26]=[CH:25][C:24]([CH3:27])=[CH:23][CH:22]=1)(=[O:20])=[O:19].[CH3:28][C:29]1[N:30]=[CH:31][NH:32][CH:33]=1, predict the reaction product. The product is: [F:17][C:14]1[CH:15]=[CH:16][C:11]([CH:8]2[N:7]([S:18]([C:21]3[CH:22]=[CH:23][C:24]([CH3:27])=[CH:25][CH:26]=3)(=[O:20])=[O:19])[CH:6]([CH2:5][CH2:4][CH2:3][CH2:2][N:32]3[CH:33]=[C:29]([CH3:28])[N:30]=[CH:31]3)[CH2:10][CH2:9]2)=[CH:12][CH:13]=1. (9) Given the reactants [C:1]([O:5][C:6]([NH:8][CH2:9][C:10]1[O:11][CH:12]=[CH:13][CH:14]=1)=[O:7])([CH3:4])([CH3:3])[CH3:2].C1C=CN=CC=1.[O:21]=[S:22](=[O:24])=[O:23], predict the reaction product. The product is: [C:1]([O:5][C:6]([NH:8][CH2:9][C:10]1[O:11][C:12]([S:22]([OH:24])(=[O:23])=[O:21])=[CH:13][CH:14]=1)=[O:7])([CH3:4])([CH3:2])[CH3:3].